Dataset: Catalyst prediction with 721,799 reactions and 888 catalyst types from USPTO. Task: Predict which catalyst facilitates the given reaction. Reactant: C([O:3][C:4]([C:6]1[C:14]2[C:9](=[CH:10][CH:11]=[CH:12][CH:13]=2)[N:8]([CH2:15][C:16](=[O:36])[N:17]2[CH2:21][CH2:20][CH2:19][C@H:18]2[C:22](=[O:35])[NH:23][C:24]2[CH:29]=[CH:28][CH:27]=[C:26]([O:30][C:31]([F:34])([F:33])[F:32])[CH:25]=2)[CH:7]=1)=[O:5])C.[OH-].[Na+]. Product: [O:36]=[C:16]([N:17]1[CH2:21][CH2:20][CH2:19][C@H:18]1[C:22](=[O:35])[NH:23][C:24]1[CH:29]=[CH:28][CH:27]=[C:26]([O:30][C:31]([F:34])([F:33])[F:32])[CH:25]=1)[CH2:15][N:8]1[C:9]2[C:14](=[CH:13][CH:12]=[CH:11][CH:10]=2)[C:6]([C:4]([OH:5])=[O:3])=[CH:7]1. The catalyst class is: 24.